Predict which catalyst facilitates the given reaction. From a dataset of Catalyst prediction with 721,799 reactions and 888 catalyst types from USPTO. (1) Reactant: [Br:1][C:2]1[C:7]([Cl:8])=[C:6]([CH2:9][C:10]2[CH:15]=[CH:14][C:13]([O:16][CH2:17][CH3:18])=[CH:12][CH:11]=2)[CH:5]=[C:4]([C@H:19]2[C@H:24]([O:25][CH2:26][C:27]3[CH:32]=[CH:31][CH:30]=[CH:29][CH:28]=3)[C@@H:23]([O:33][CH2:34][C:35]3[CH:40]=[CH:39][CH:38]=[CH:37][CH:36]=3)[C@H:22]([O:41][CH2:42][C:43]3[CH:48]=[CH:47][CH:46]=[CH:45][CH:44]=3)[C@@H:21]([CH2:49][O:50][CH2:51][C:52]3[CH:57]=[CH:56][CH:55]=[CH:54][CH:53]=3)[O:20]2)[C:3]=1[OH:58].C([O-])([O-])=O.[K+].[K+].Br[CH2:66][CH2:67][CH2:68][OH:69]. Product: [Br:1][C:2]1[C:7]([Cl:8])=[C:6]([CH2:9][C:10]2[CH:15]=[CH:14][C:13]([O:16][CH2:17][CH3:18])=[CH:12][CH:11]=2)[CH:5]=[C:4]([C@H:19]2[C@H:24]([O:25][CH2:26][C:27]3[CH:32]=[CH:31][CH:30]=[CH:29][CH:28]=3)[C@@H:23]([O:33][CH2:34][C:35]3[CH:40]=[CH:39][CH:38]=[CH:37][CH:36]=3)[C@H:22]([O:41][CH2:42][C:43]3[CH:44]=[CH:45][CH:46]=[CH:47][CH:48]=3)[C@@H:21]([CH2:49][O:50][CH2:51][C:52]3[CH:53]=[CH:54][CH:55]=[CH:56][CH:57]=3)[O:20]2)[C:3]=1[O:58][CH2:66][CH2:67][CH2:68][OH:69]. The catalyst class is: 21. (2) Reactant: [Cl:1][C:2]1[CH:3]=[C:4]([NH:10][S:11]([CH3:14])(=[O:13])=[O:12])[CH:5]=[CH:6][C:7]=1[C:8]#[N:9].[NH2:15][OH:16]. Product: [Cl:1][C:2]1[CH:3]=[C:4]([NH:10][S:11]([CH3:14])(=[O:13])=[O:12])[CH:5]=[CH:6][C:7]=1[C:8](=[N:15][OH:16])[NH2:9]. The catalyst class is: 8. (3) Reactant: [F:1][C:2]1[CH:7]=[CH:6][CH:5]=[CH:4][C:3]=1[C:8]1[C:17]2[C:12](=[CH:13][CH:14]=[CH:15][CH:16]=2)[N:11]=[C:10]([N:18]2[CH2:23][CH2:22][NH:21][CH2:20][CH2:19]2)[N:9]=1.[ClH:24].CCOCC. Product: [ClH:24].[F:1][C:2]1[CH:7]=[CH:6][CH:5]=[CH:4][C:3]=1[C:8]1[C:17]2[C:12](=[CH:13][CH:14]=[CH:15][CH:16]=2)[N:11]=[C:10]([N:18]2[CH2:23][CH2:22][NH:21][CH2:20][CH2:19]2)[N:9]=1. The catalyst class is: 1. (4) Reactant: [NH2:1][C:2]1[CH:7]=[CH:6][CH:5]=[CH:4][C:3]=1[CH2:8][S:9]([NH:12][CH2:13][CH2:14][O:15][CH2:16][CH2:17][OH:18])(=[O:11])=[O:10].[Cl:19][C:20]1[CH:25]=[CH:24][CH:23]=[C:22]([Cl:26])[C:21]=1Br.C([O-])([O-])=O.[K+].[K+].CC1(C)C2C(=C(P(C3C=CC=CC=3)C3C=CC=CC=3)C=CC=2)OC2C(P(C3C=CC=CC=3)C3C=CC=CC=3)=CC=CC1=2. Product: [Cl:19][C:20]1[CH:25]=[CH:24][CH:23]=[C:22]([Cl:26])[C:21]=1[NH:1][C:2]1[CH:7]=[CH:6][CH:5]=[CH:4][C:3]=1[CH2:8][S:9]([NH:12][CH2:13][CH2:14][O:15][CH2:16][CH2:17][OH:18])(=[O:11])=[O:10]. The catalyst class is: 62. (5) Reactant: C([N:3]([C:8]1[CH:13]=[CH:12][C:11]([F:14])=[CH:10][CH:9]=1)[CH2:4][C:5]([OH:7])=[O:6])C.[Li+].[OH-]. Product: [F:14][C:11]1[CH:10]=[CH:9][C:8]([NH:3][CH2:4][C:5]([OH:7])=[O:6])=[CH:13][CH:12]=1. The catalyst class is: 20. (6) Reactant: [NH2:1][CH2:2][C@H:3]1[CH2:7][CH2:6][CH2:5][N:4]1[CH2:8][CH3:9].[Cl:10][C:11]1[CH:16]=[CH:15][C:14]([CH:17]([C:36]2[CH:41]=[CH:40][C:39]([Cl:42])=[CH:38][CH:37]=2)[N:18]2[CH2:21][CH:20]([N:22]([S:32]([CH3:35])(=[O:34])=[O:33])[C:23]3[CH:24]=[C:25]([CH:29]=[CH:30][CH:31]=3)[C:26](O)=[O:27])[CH2:19]2)=[CH:13][CH:12]=1.Cl.CN(C)CCCN=C=NCC.CCCCCCC. Product: [Cl:42][C:39]1[CH:40]=[CH:41][C:36]([CH:17]([C:14]2[CH:13]=[CH:12][C:11]([Cl:10])=[CH:16][CH:15]=2)[N:18]2[CH2:19][CH:20]([N:22]([S:32]([CH3:35])(=[O:34])=[O:33])[C:23]3[CH:24]=[C:25]([CH:29]=[CH:30][CH:31]=3)[C:26]([NH:1][CH2:2][CH:3]3[CH2:7][CH2:6][CH2:5][N:4]3[CH2:8][CH3:9])=[O:27])[CH2:21]2)=[CH:37][CH:38]=1. The catalyst class is: 46. (7) Reactant: [CH3:1][O:2][C:3](=[O:16])[C:4]1[CH:9]=[CH:8][C:7]([O:10][CH2:11][CH2:12][Cl:13])=[C:6]([O:14][CH3:15])[CH:5]=1.C(OC(=O)C)(=O)C.[N+:24]([O-])([OH:26])=[O:25]. Product: [CH3:1][O:2][C:3](=[O:16])[C:4]1[CH:5]=[C:6]([O:14][CH3:15])[C:7]([O:10][CH2:11][CH2:12][Cl:13])=[CH:8][C:9]=1[N+:24]([O-:26])=[O:25]. The catalyst class is: 15. (8) Reactant: C([O:4][C:5]1[CH:6]=[C:7]2[C:12](=[CH:13][CH:14]=1)[N:11]=[CH:10][C:9](Br)=[CH:8]2)(=O)C.[CH3:16][N:17]1[CH:21]=[C:20](B2OC(C)(C)C(C)(C)O2)[CH:19]=[N:18]1.C([O-])([O-])=O.[Na+].[Na+]. Product: [CH3:16][N:17]1[CH:21]=[C:20]([C:9]2[CH:10]=[N:11][C:12]3[C:7]([CH:8]=2)=[CH:6][C:5]([OH:4])=[CH:14][CH:13]=3)[CH:19]=[N:18]1. The catalyst class is: 128.